This data is from Forward reaction prediction with 1.9M reactions from USPTO patents (1976-2016). The task is: Predict the product of the given reaction. (1) Given the reactants C([O:8][C:9](=[O:40])[C:10]([CH3:39])([CH3:38])[CH2:11][O:12][C:13](=[O:37])[NH:14][C:15]1[CH:20]=[CH:19][CH:18]=[CH:17][C:16]=1[C:21]([NH:23][NH:24][C:25]([C:27]1[NH:28][C:29]2[C:34]([CH:35]=1)=[CH:33][C:32]([Cl:36])=[CH:31][CH:30]=2)=[O:26])=[O:22])C1C=CC=CC=1, predict the reaction product. The product is: [Cl:36][C:32]1[CH:33]=[C:34]2[C:29](=[CH:30][CH:31]=1)[NH:28][C:27]([C:25]([NH:24][NH:23][C:21]([C:16]1[CH:17]=[CH:18][CH:19]=[CH:20][C:15]=1[NH:14][C:13]([O:12][CH2:11][C:10]([CH3:39])([CH3:38])[C:9]([OH:40])=[O:8])=[O:37])=[O:22])=[O:26])=[CH:35]2. (2) Given the reactants C[O:2][C:3]([C:5]1[CH:13]=[C:12]2[C:8]([C:9]([CH:32]3[CH2:37][CH2:36][CH2:35][CH2:34][CH2:33]3)=[C:10]([C:23]3[CH:28]=[CH:27][C:26]([NH2:29])=[C:25]([CH:30]=O)[CH:24]=3)[N:11]2[CH2:14][C:15]([N:17]2[CH2:22][CH2:21][O:20][CH2:19][CH2:18]2)=[O:16])=[CH:7][CH:6]=1)=[O:4].[CH3:38][C:39]1[CH:43]=[CH:42][S:41][C:40]=1[C:44](=O)[CH3:45], predict the reaction product. The product is: [CH:32]1([C:9]2[C:8]3[C:12](=[CH:13][C:5]([C:3]([OH:2])=[O:4])=[CH:6][CH:7]=3)[N:11]([CH2:14][C:15]([N:17]3[CH2:18][CH2:19][O:20][CH2:21][CH2:22]3)=[O:16])[C:10]=2[C:23]2[CH:24]=[C:25]3[C:26](=[CH:27][CH:28]=2)[N:29]=[C:44]([C:40]2[S:41][CH:42]=[CH:43][C:39]=2[CH3:38])[CH:45]=[CH:30]3)[CH2:33][CH2:34][CH2:35][CH2:36][CH2:37]1.